Dataset: Catalyst prediction with 721,799 reactions and 888 catalyst types from USPTO. Task: Predict which catalyst facilitates the given reaction. (1) Reactant: [N:1]([N:3]1[C:12]2[C:7](=[CH:8][CH:9]=[CH:10][CH:11]=2)[CH2:6][CH2:5][CH2:4]1)=O.[H-].[H-].[H-].[H-].[Li+].[Al+3]. Product: [N:3]1([NH2:1])[C:12]2[C:7](=[CH:8][CH:9]=[CH:10][CH:11]=2)[CH2:6][CH2:5][CH2:4]1. The catalyst class is: 1. (2) Reactant: [H-].[Na+].[N:3]1[C:12]2[C:7](=[CH:8][CH:9]=[CH:10][CH:11]=2)[CH:6]=[CH:5][C:4]=1[CH2:13][C:14]([O:16]CC)=O.Cl[C:20]1[CH:25]=[CH:24][C:23]([C:26](=[O:28])[CH3:27])=[CH:22][C:21]=1[N+:29]([O-])=[O:30].Cl. Product: [C:26]([C:23]1[CH:22]=[C:21]2[C:20]([C:13](=[C:4]3[CH:5]=[CH:6][C:7]4[C:12](=[CH:11][CH:10]=[CH:9][CH:8]=4)[NH:3]3)[C:14](=[O:16])[N:29]2[OH:30])=[CH:25][CH:24]=1)(=[O:28])[CH3:27]. The catalyst class is: 136. (3) Reactant: [Cl:1][C:2]1[CH:12]=[CH:11][C:5]([C:6]([O:8]CC)=[O:7])=[CH:4][C:3]=1[O:13][CH2:14][CH3:15].[OH-].[Na+].Cl. Product: [Cl:1][C:2]1[CH:12]=[CH:11][C:5]([C:6]([OH:8])=[O:7])=[CH:4][C:3]=1[O:13][CH2:14][CH3:15]. The catalyst class is: 24.